From a dataset of NCI-60 drug combinations with 297,098 pairs across 59 cell lines. Regression. Given two drug SMILES strings and cell line genomic features, predict the synergy score measuring deviation from expected non-interaction effect. (1) Drug 1: CC(C1=C(C=CC(=C1Cl)F)Cl)OC2=C(N=CC(=C2)C3=CN(N=C3)C4CCNCC4)N. Drug 2: CC1CCC2CC(C(=CC=CC=CC(CC(C(=O)C(C(C(=CC(C(=O)CC(OC(=O)C3CCCCN3C(=O)C(=O)C1(O2)O)C(C)CC4CCC(C(C4)OC)OCCO)C)C)O)OC)C)C)C)OC. Cell line: SF-268. Synergy scores: CSS=13.8, Synergy_ZIP=1.76, Synergy_Bliss=1.88, Synergy_Loewe=-5.75, Synergy_HSA=0.937. (2) Drug 1: CC1=C2C(C(=O)C3(C(CC4C(C3C(C(C2(C)C)(CC1OC(=O)C(C(C5=CC=CC=C5)NC(=O)C6=CC=CC=C6)O)O)OC(=O)C7=CC=CC=C7)(CO4)OC(=O)C)O)C)OC(=O)C. Drug 2: C1CC(CCC1OC2=C(C(=CC=C2)Cl)F)(CC3=NC(=CC=C3)NC4=NC=CS4)C(=O)O. Cell line: HCT116. Synergy scores: CSS=70.3, Synergy_ZIP=6.49, Synergy_Bliss=4.67, Synergy_Loewe=-4.46, Synergy_HSA=8.23. (3) Drug 1: C1C(C(OC1N2C=NC3=C2NC=NCC3O)CO)O. Drug 2: C1C(C(OC1N2C=NC(=NC2=O)N)CO)O. Cell line: SW-620. Synergy scores: CSS=18.0, Synergy_ZIP=-2.85, Synergy_Bliss=-0.187, Synergy_Loewe=-9.14, Synergy_HSA=-0.154. (4) Drug 1: C1=NC2=C(N=C(N=C2N1C3C(C(C(O3)CO)O)F)Cl)N. Drug 2: C1CCC(C(C1)N)N.C(=O)(C(=O)[O-])[O-].[Pt+4]. Cell line: SW-620. Synergy scores: CSS=37.8, Synergy_ZIP=2.03, Synergy_Bliss=1.94, Synergy_Loewe=5.22, Synergy_HSA=5.66. (5) Cell line: UACC62. Synergy scores: CSS=41.4, Synergy_ZIP=-1.01, Synergy_Bliss=-0.554, Synergy_Loewe=-13.9, Synergy_HSA=1.12. Drug 2: CN(CC1=CN=C2C(=N1)C(=NC(=N2)N)N)C3=CC=C(C=C3)C(=O)NC(CCC(=O)O)C(=O)O. Drug 1: CC1=C2C(C(=O)C3(C(CC4C(C3C(C(C2(C)C)(CC1OC(=O)C(C(C5=CC=CC=C5)NC(=O)OC(C)(C)C)O)O)OC(=O)C6=CC=CC=C6)(CO4)OC(=O)C)O)C)O. (6) Drug 1: C1C(C(OC1N2C=C(C(=O)NC2=O)F)CO)O. Drug 2: CC1C(C(CC(O1)OC2CC(OC(C2O)C)OC3=CC4=CC5=C(C(=O)C(C(C5)C(C(=O)C(C(C)O)O)OC)OC6CC(C(C(O6)C)O)OC7CC(C(C(O7)C)O)OC8CC(C(C(O8)C)O)(C)O)C(=C4C(=C3C)O)O)O)O. Cell line: BT-549. Synergy scores: CSS=35.4, Synergy_ZIP=-0.142, Synergy_Bliss=-0.896, Synergy_Loewe=-2.85, Synergy_HSA=-1.56. (7) Drug 1: CC1=C2C(C(=O)C3(C(CC4C(C3C(C(C2(C)C)(CC1OC(=O)C(C(C5=CC=CC=C5)NC(=O)OC(C)(C)C)O)O)OC(=O)C6=CC=CC=C6)(CO4)OC(=O)C)OC)C)OC. Drug 2: C1=NC2=C(N=C(N=C2N1C3C(C(C(O3)CO)O)O)F)N. Cell line: UO-31. Synergy scores: CSS=43.2, Synergy_ZIP=-3.12, Synergy_Bliss=1.35, Synergy_Loewe=-38.3, Synergy_HSA=1.69. (8) Drug 2: CN(CCCl)CCCl.Cl. Cell line: HCC-2998. Synergy scores: CSS=26.1, Synergy_ZIP=-1.72, Synergy_Bliss=1.01, Synergy_Loewe=-6.02, Synergy_HSA=-0.556. Drug 1: CS(=O)(=O)C1=CC(=C(C=C1)C(=O)NC2=CC(=C(C=C2)Cl)C3=CC=CC=N3)Cl. (9) Drug 1: CC1=C2C(C(=O)C3(C(CC4C(C3C(C(C2(C)C)(CC1OC(=O)C(C(C5=CC=CC=C5)NC(=O)C6=CC=CC=C6)O)O)OC(=O)C7=CC=CC=C7)(CO4)OC(=O)C)O)C)OC(=O)C. Drug 2: CCC1=C2CN3C(=CC4=C(C3=O)COC(=O)C4(CC)O)C2=NC5=C1C=C(C=C5)O. Cell line: LOX IMVI. Synergy scores: CSS=35.5, Synergy_ZIP=-3.39, Synergy_Bliss=-3.49, Synergy_Loewe=-3.27, Synergy_HSA=0.568.